This data is from NCI-60 drug combinations with 297,098 pairs across 59 cell lines. The task is: Regression. Given two drug SMILES strings and cell line genomic features, predict the synergy score measuring deviation from expected non-interaction effect. (1) Drug 1: CC1=C(C=C(C=C1)NC(=O)C2=CC=C(C=C2)CN3CCN(CC3)C)NC4=NC=CC(=N4)C5=CN=CC=C5. Drug 2: CC1C(C(CC(O1)OC2CC(CC3=C2C(=C4C(=C3O)C(=O)C5=CC=CC=C5C4=O)O)(C(=O)C)O)N)O. Cell line: SNB-19. Synergy scores: CSS=36.9, Synergy_ZIP=2.56, Synergy_Bliss=3.25, Synergy_Loewe=-35.8, Synergy_HSA=1.45. (2) Drug 1: CC1=C(C=C(C=C1)C(=O)NC2=CC(=CC(=C2)C(F)(F)F)N3C=C(N=C3)C)NC4=NC=CC(=N4)C5=CN=CC=C5. Drug 2: COC1=NC(=NC2=C1N=CN2C3C(C(C(O3)CO)O)O)N. Cell line: PC-3. Synergy scores: CSS=-2.60, Synergy_ZIP=2.57, Synergy_Bliss=2.88, Synergy_Loewe=-4.16, Synergy_HSA=-3.84. (3) Drug 1: C1=CC=C(C=C1)NC(=O)CCCCCCC(=O)NO. Drug 2: C1=CN(C=N1)CC(O)(P(=O)(O)O)P(=O)(O)O. Cell line: UACC-257. Synergy scores: CSS=30.4, Synergy_ZIP=-8.05, Synergy_Bliss=-0.0979, Synergy_Loewe=-1.36, Synergy_HSA=0.949. (4) Drug 1: C1=CC(=CC=C1CC(C(=O)O)N)N(CCCl)CCCl.Cl. Drug 2: CC1=C(C(=CC=C1)Cl)NC(=O)C2=CN=C(S2)NC3=CC(=NC(=N3)C)N4CCN(CC4)CCO. Cell line: OVCAR3. Synergy scores: CSS=20.2, Synergy_ZIP=-3.26, Synergy_Bliss=-0.290, Synergy_Loewe=-9.16, Synergy_HSA=0.000414. (5) Drug 1: C1=CC=C(C=C1)NC(=O)CCCCCCC(=O)NO. Drug 2: CN1C(=O)N2C=NC(=C2N=N1)C(=O)N. Cell line: T-47D. Synergy scores: CSS=53.7, Synergy_ZIP=16.7, Synergy_Bliss=15.0, Synergy_Loewe=-67.0, Synergy_HSA=4.36. (6) Drug 1: C1=CC(=C2C(=C1NCCNCCO)C(=O)C3=C(C=CC(=C3C2=O)O)O)NCCNCCO. Drug 2: C1=NNC2=C1C(=O)NC=N2. Cell line: NCI/ADR-RES. Synergy scores: CSS=7.43, Synergy_ZIP=1.02, Synergy_Bliss=3.61, Synergy_Loewe=1.42, Synergy_HSA=3.20. (7) Drug 2: C1CNP(=O)(OC1)N(CCCl)CCCl. Synergy scores: CSS=5.71, Synergy_ZIP=0.669, Synergy_Bliss=1.44, Synergy_Loewe=3.27, Synergy_HSA=1.56. Drug 1: CCC1(CC2CC(C3=C(CCN(C2)C1)C4=CC=CC=C4N3)(C5=C(C=C6C(=C5)C78CCN9C7C(C=CC9)(C(C(C8N6C=O)(C(=O)OC)O)OC(=O)C)CC)OC)C(=O)OC)O.OS(=O)(=O)O. Cell line: U251. (8) Drug 1: C1C(C(OC1N2C=NC3=C(N=C(N=C32)Cl)N)CO)O. Drug 2: CN1C2=C(C=C(C=C2)N(CCCl)CCCl)N=C1CCCC(=O)O.Cl. Cell line: TK-10. Synergy scores: CSS=10.4, Synergy_ZIP=-5.82, Synergy_Bliss=-4.64, Synergy_Loewe=-22.2, Synergy_HSA=-6.12. (9) Drug 1: CC(C1=C(C=CC(=C1Cl)F)Cl)OC2=C(N=CC(=C2)C3=CN(N=C3)C4CCNCC4)N. Drug 2: C1=NC2=C(N1)C(=S)N=CN2. Cell line: A549. Synergy scores: CSS=8.00, Synergy_ZIP=-9.80, Synergy_Bliss=-12.5, Synergy_Loewe=-11.8, Synergy_HSA=-10.8.